From a dataset of Full USPTO retrosynthesis dataset with 1.9M reactions from patents (1976-2016). Predict the reactants needed to synthesize the given product. (1) The reactants are: [Cl:1][C:2]1[CH:3]=[C:4]([C:24]([F:27])([F:26])[F:25])[C:5]2[N:6]([N:9]=[C:10]([CH2:12][CH2:13][C:14]3[NH:18][N:17]=[C:16]([N:19]4[CH2:23][CH2:22][CH2:21][CH2:20]4)[N:15]=3)[N:11]=2)[C:7]=1[CH3:8].[CH:28]1(B(O)O)[CH2:30][CH2:29]1.N1C=CC=CC=1.C(N(CC)CC)C. Given the product [Cl:1][C:2]1[CH:3]=[C:4]([C:24]([F:25])([F:27])[F:26])[C:5]2[N:6]([N:9]=[C:10]([CH2:12][CH2:13][C:14]3[N:15]=[C:16]([N:19]4[CH2:20][CH2:21][CH2:22][CH2:23]4)[N:17]([CH:28]4[CH2:30][CH2:29]4)[N:18]=3)[N:11]=2)[C:7]=1[CH3:8], predict the reactants needed to synthesize it. (2) Given the product [CH2:3]([OH:2])[CH2:4][CH2:5][CH2:6][CH2:7]/[CH:8]=[CH:33]\[CH2:34][CH2:35][CH2:36][CH2:37][CH2:38][CH2:39][CH3:40], predict the reactants needed to synthesize it. The reactants are: [Br-].[OH:2][CH2:3][CH2:4][CH2:5][CH2:6][CH2:7][CH2:8][P+](C1C=CC=CC=1)(C1C=CC=CC=1)C1C=CC=CC=1.CS([CH2-])=O.[PH5].[CH:33](=O)[CH2:34][CH2:35][CH2:36][CH2:37][CH2:38][CH2:39][CH3:40].